From a dataset of Forward reaction prediction with 1.9M reactions from USPTO patents (1976-2016). Predict the product of the given reaction. (1) Given the reactants [C:1]([OH:13])(=[O:12])[CH2:2][C:3]1[CH:11]=[CH:10][C:8]([OH:9])=[C:5]([O:6][CH3:7])[CH:4]=1.S(=O)(=O)(O)O.[C:19](=O)(O)[O-].[Na+], predict the reaction product. The product is: [OH:9][C:8]1[CH:10]=[CH:11][C:3]([CH2:2][C:1]([O:13][CH3:19])=[O:12])=[CH:4][C:5]=1[O:6][CH3:7]. (2) Given the reactants [CH3:1][O:2][C:3]1[CH:8]=[C:7]([C:9]([F:12])([F:11])[F:10])[CH:6]=[CH:5][C:4]=1B(O)O.[Cl:16][C:17]1[C:18]2[CH2:26][CH2:25][N:24](C(OC(C)(C)C)=O)[CH2:23][C:19]=2[N:20]=[CH:21][N:22]=1.C(=O)([O-])[O-].[K+].[K+].Cl, predict the reaction product. The product is: [ClH:16].[CH3:1][O:2][C:3]1[CH:8]=[C:7]([C:9]([F:12])([F:11])[F:10])[CH:6]=[CH:5][C:4]=1[C:17]1[C:18]2[CH2:26][CH2:25][NH:24][CH2:23][C:19]=2[N:20]=[CH:21][N:22]=1. (3) Given the reactants C([O:8][C:9]1[CH:14]=[CH:13][C:12]([N:15]([CH3:73])[C:16]([C:18]2[CH:19]=[C:20]([C:25]3[CH:26]=[C:27]4[C:32](=[CH:33][C:34]=3[C:35]([N:37]3[C@H:46]([CH2:47][N:48]5[CH2:53][CH2:52][O:51][CH2:50][CH2:49]5)[CH2:45][C:44]5[C:39](=[CH:40][CH:41]=[CH:42][CH:43]=5)[CH2:38]3)=[O:36])[CH2:31][N:30]([C:54]([O:56][C:57]3[CH:62]=[CH:61][CH:60]=[C:59]([C:63]([O:65]CC5C=CC=CC=5)=[O:64])[CH:58]=3)=[O:55])[CH2:29][CH2:28]4)[N:21]([CH3:24])[C:22]=2[CH3:23])=[O:17])=[CH:11][CH:10]=1)C1C=CC=CC=1, predict the reaction product. The product is: [OH:8][C:9]1[CH:10]=[CH:11][C:12]([N:15]([CH3:73])[C:16]([C:18]2[CH:19]=[C:20]([C:25]3[CH:26]=[C:27]4[C:32](=[CH:33][C:34]=3[C:35]([N:37]3[C@H:46]([CH2:47][N:48]5[CH2:49][CH2:50][O:51][CH2:52][CH2:53]5)[CH2:45][C:44]5[C:39](=[CH:40][CH:41]=[CH:42][CH:43]=5)[CH2:38]3)=[O:36])[CH2:31][N:30]([C:54]([O:56][C:57]3[CH:58]=[C:59]([CH:60]=[CH:61][CH:62]=3)[C:63]([OH:65])=[O:64])=[O:55])[CH2:29][CH2:28]4)[N:21]([CH3:24])[C:22]=2[CH3:23])=[O:17])=[CH:13][CH:14]=1. (4) The product is: [CH3:28][N:29]([C:30]1[CH:37]=[CH:36][C:33]([CH:34]=[CH:22][C:23]2[CH:26]=[CH:78][C:57]([CH:58]=[CH:59][C:42]3[C:43]4[C:48]([C:49]([CH:17]=[CH:16][C:15]5[CH:14]=[CH:13][C:12]([CH:11]=[CH:10][C:9]6[CH:20]=[CH:21][C:6]([N:2]([CH2:3][CH2:4][OH:5])[CH3:1])=[CH:7][CH:8]=6)=[CH:19][CH:18]=5)=[C:50]5[C:55]=3[CH:54]=[CH:53][CH:52]=[CH:51]5)=[CH:47][CH:46]=[CH:45][CH:44]=4)=[CH:62][CH:24]=2)=[CH:32][CH:31]=1)[CH2:38][CH2:39][OH:40]. Given the reactants [CH3:1][N:2]([C:6]1[CH:21]=[CH:20][C:9]([CH:10]=[CH:11][C:12]2[CH:19]=[CH:18][C:15]([CH:16]=[CH2:17])=[CH:14][CH:13]=2)=[CH:8][CH:7]=1)[CH2:3][CH2:4][OH:5].[CH3:22][C:23]([CH3:26])([O-])[CH3:24].[Na+].[CH3:28][N:29]([CH2:38][CH2:39][OH:40])[C:30]1[CH:37]=[CH:36][C:33]([CH:34]=O)=[CH:32][CH:31]=1.Br[C:42]1[C:43]2[C:48]([C:49](Br)=[C:50]3[C:55]=1[CH:54]=[CH:53][CH:52]=[CH:51]3)=[CH:47][CH:46]=[CH:45][CH:44]=2.[C:57]1([CH3:78])[CH:62]=CC=[CH:59][C:58]=1P(C1C=CC=CC=1C)C1C=CC=CC=1C, predict the reaction product. (5) The product is: [O:55]=[C:35]1[C:17]2[C:16]3[C@H:15]([CH2:59][C:60]([NH:54][OH:53])=[O:61])[CH2:23][CH2:22][CH2:21][C:20]=3[NH:19][C:18]=2[CH2:24][CH2:25][CH:26]=[CH:27][O:64][CH2:63][C:30](=[O:41])[NH:31][C:32]2[CH:40]=[CH:39][CH:38]=[CH:37][C:33]=2[NH:34]1. Given the reactants OP([O-])(O)=O.[K+].COC(=O)CCCCC[C@H:15]1[CH2:23][CH2:22][CH2:21][C:20]2[NH:19][C:18]3[CH2:24][CH:25](S(C4C=CC(C)=CC=4)(=O)=O)[CH:26]=[CH:27]OC[C:30](=[O:41])[NH:31][C:32]4[CH:40]=[CH:39][CH:38]=[CH:37][C:33]=4[NH:34][C:35](=O)[C:17]=3[C:16]1=2.[OH:53][NH2:54].[OH-:55].[Na+].Cl.C1C[O:61][CH2:60][CH2:59]1.[CH3:63][OH:64], predict the reaction product. (6) Given the reactants Cl[C:2]1[CH:18]=[C:17]([CH:19]([CH3:21])[CH3:20])[C:5]([C:6]([NH:8][CH2:9][C:10]2[CH:15]=[CH:14][C:13]([F:16])=[CH:12][CH:11]=2)=[O:7])=[CH:4][N:3]=1.[Cl:22][C:23]1[CH:24]=[C:25]([CH:27]=[CH:28][C:29]=1[F:30])[NH2:26].CS(O)(=O)=O, predict the reaction product. The product is: [Cl:22][C:23]1[CH:24]=[C:25]([NH:26][C:2]2[CH:18]=[C:17]([CH:19]([CH3:21])[CH3:20])[C:5]([C:6]([NH:8][CH2:9][C:10]3[CH:15]=[CH:14][C:13]([F:16])=[CH:12][CH:11]=3)=[O:7])=[CH:4][N:3]=2)[CH:27]=[CH:28][C:29]=1[F:30]. (7) Given the reactants [Cl:1][C:2]1[CH:16]=[CH:15][C:5]([CH2:6][N:7]2[CH:12]=[CH:11][CH:10]=[C:9]([OH:13])[C:8]2=[O:14])=[CH:4][CH:3]=1.[N:17]1([C:23]([O:25][C:26]([CH3:29])([CH3:28])[CH3:27])=[O:24])[CH2:22][CH2:21][NH:20][CH2:19][CH2:18]1.C=O.[C:32](O)(=O)C, predict the reaction product. The product is: [Cl:1][C:2]1[CH:3]=[CH:4][C:5]([CH2:6][N:7]2[CH:12]=[CH:11][C:10]([CH2:32][N:20]3[CH2:21][CH2:22][N:17]([C:23]([O:25][C:26]([CH3:29])([CH3:28])[CH3:27])=[O:24])[CH2:18][CH2:19]3)=[C:9]([OH:13])[C:8]2=[O:14])=[CH:15][CH:16]=1. (8) The product is: [CH2:15]([O:14][CH2:13][CH:10]1[CH2:11][CH2:12][C:7]2([O:6][CH2:5][CH2:4][O:3]2)[CH2:8][CH2:9]1)[C:16]1[CH:21]=[CH:20][CH:19]=[CH:18][CH:17]=1. Given the reactants [H-].[Na+].[O:3]1[C:7]2([CH2:12][CH2:11][CH:10]([CH2:13][OH:14])[CH2:9][CH2:8]2)[O:6][CH2:5][CH2:4]1.[CH2:15](Br)[C:16]1[CH:21]=[CH:20][CH:19]=[CH:18][CH:17]=1.O, predict the reaction product.